From a dataset of Experimentally validated miRNA-target interactions with 360,000+ pairs, plus equal number of negative samples. Binary Classification. Given a miRNA mature sequence and a target amino acid sequence, predict their likelihood of interaction. The miRNA is hsa-miR-301a-3p with sequence CAGUGCAAUAGUAUUGUCAAAGC. The protein sequence of the target gene is MFPNSILGRPPFTPNHQQHNNFFTLSPTVYSHQQLIDAQFNFQNADLSRAVSLQQLTYGNVSPIQTSASPLFRGRKRLSDEKNLPLDGKRQRFHSPHQEPTVVNQIVPLSGERRYSMPPLFHTHYVPDIVRCVPPFREIAFLEPREITLPEAKDKLSQQILELFETCQQQISDLKKKELCRTQLQREIQLLFPQSRLFLVGSSLNGFGTRSSDGDLCLVVKEEPCFFQVNQKTEARHILTLVHKHFCTRLSGYIERPQLIRAKVPIVKFRDKVSCVEFDLNVNNIVGIRNTFLLRTYAYL.... Result: 1 (interaction).